From a dataset of Forward reaction prediction with 1.9M reactions from USPTO patents (1976-2016). Predict the product of the given reaction. The product is: [Cl:34][C:25]1[C:26]([C:30]([F:31])([F:32])[F:33])=[CH:27][CH:28]=[CH:29][C:24]=1[C:23]([NH:22][C@H:10]1[C@H:11]([C:13]2[CH:18]=[C:17]([F:19])[C:16]([F:20])=[CH:15][C:14]=2[F:21])[CH2:12][NH:8][CH2:9]1)=[O:35]. Given the reactants C([N:8]1[CH2:12][C@@H:11]([C:13]2[CH:18]=[C:17]([F:19])[C:16]([F:20])=[CH:15][C:14]=2[F:21])[C@H:10]([NH:22][C:23](=[O:35])[C:24]2[CH:29]=[CH:28][CH:27]=[C:26]([C:30]([F:33])([F:32])[F:31])[C:25]=2[Cl:34])[CH2:9]1)C1C=CC=CC=1.C(Cl)(=O)OC(Cl)C, predict the reaction product.